Dataset: Full USPTO retrosynthesis dataset with 1.9M reactions from patents (1976-2016). Task: Predict the reactants needed to synthesize the given product. Given the product [F:14][C:8]1[CH:7]=[CH:6][C:5]([S:2]([NH2:1])(=[O:3])=[O:4])=[CH:13][C:9]=1[C:10]([N:27]1[CH2:32][CH2:31][O:30][CH2:29][CH2:28]1)=[O:12], predict the reactants needed to synthesize it. The reactants are: [NH2:1][S:2]([C:5]1[CH:6]=[CH:7][C:8]([F:14])=[C:9]([CH:13]=1)[C:10]([OH:12])=O)(=[O:4])=[O:3].Cl.CN(C)CCCN=C=NCC.[NH:27]1[CH2:32][CH2:31][O:30][CH2:29][CH2:28]1.CN(C=O)C.